From a dataset of TCR-epitope binding with 47,182 pairs between 192 epitopes and 23,139 TCRs. Binary Classification. Given a T-cell receptor sequence (or CDR3 region) and an epitope sequence, predict whether binding occurs between them. (1) The epitope is MPASWVMRI. The TCR CDR3 sequence is CSVQRQGAYNEQFF. Result: 1 (the TCR binds to the epitope). (2) The epitope is LLDFVRFMGV. The TCR CDR3 sequence is CASSGSGGRTTEAFF. Result: 0 (the TCR does not bind to the epitope).